Dataset: Catalyst prediction with 721,799 reactions and 888 catalyst types from USPTO. Task: Predict which catalyst facilitates the given reaction. (1) Reactant: [CH3:1][O:2][C:3]1[C:4]([CH:24]=[C:25]([CH3:27])[CH3:26])=[CH:5][C:6]2[C:12]3[N:13]([C:19]4[S:20][CH:21]=[CH:22][CH:23]=4)[N:14]=[C:15]([C:16]([OH:18])=O)[C:11]=3[CH2:10][O:9][C:7]=2[CH:8]=1.[C:28]([NH:32][CH3:33])([CH3:31])([CH3:30])[CH3:29].CN(C(ON1N=NC2C=CC=NC1=2)=[N+](C)C)C.F[P-](F)(F)(F)(F)F.C(N(C(C)C)CC)(C)C. Product: [C:28]([N:32]([CH3:33])[C:16]([C:15]1[C:11]2[CH2:10][O:9][C:7]3[CH:8]=[C:3]([O:2][CH3:1])[C:4]([CH:24]=[C:25]([CH3:27])[CH3:26])=[CH:5][C:6]=3[C:12]=2[N:13]([C:19]2[S:20][CH:21]=[CH:22][CH:23]=2)[N:14]=1)=[O:18])([CH3:31])([CH3:30])[CH3:29]. The catalyst class is: 2. (2) Reactant: [CH3:1][C:2]1[CH:7]=[C:6]([CH2:8][C:9]2[CH:14]=[CH:13][C:12]([O:15][CH2:16][O:17][CH3:18])=[C:11]([CH:19]([CH3:21])[CH3:20])[CH:10]=2)[C:5]([CH3:22])=[CH:4][C:3]=1[OH:23].CN.[I:26]I. Product: [CH3:1][C:2]1[CH:7]=[C:6]([CH2:8][C:9]2[CH:14]=[CH:13][C:12]([O:15][CH2:16][O:17][CH3:18])=[C:11]([CH:19]([CH3:20])[CH3:21])[CH:10]=2)[C:5]([CH3:22])=[C:4]([I:26])[C:3]=1[OH:23]. The catalyst class is: 88. (3) Reactant: [C:1]([O:5][C:6]([N:8]1[CH2:13][CH2:12][CH:11]([C:14]2([C:19]([O:21]CC)=[O:20])[CH2:18][CH2:17][CH2:16][CH2:15]2)[CH2:10][CH2:9]1)=[O:7])([CH3:4])([CH3:3])[CH3:2].[OH-].[Na+].Cl. Product: [C:1]([O:5][C:6]([N:8]1[CH2:9][CH2:10][CH:11]([C:14]2([C:19]([OH:21])=[O:20])[CH2:18][CH2:17][CH2:16][CH2:15]2)[CH2:12][CH2:13]1)=[O:7])([CH3:4])([CH3:2])[CH3:3]. The catalyst class is: 14. (4) Reactant: FC(F)(F)C(O)=O.[NH2:8][C@@H:9]([CH3:44])[C:10]([NH:12][C@@H:13]([CH2:37][C:38]1[CH:43]=[CH:42][CH:41]=[CH:40][CH:39]=1)[C:14]([NH:16][C@@H:17]([CH2:30][C:31]1[CH:36]=[CH:35][CH:34]=[CH:33][CH:32]=1)[C:18](=[O:29])[C:19]([NH:21][CH2:22][C:23]1[CH:28]=[CH:27][CH:26]=[CH:25][CH:24]=1)=[O:20])=[O:15])=[O:11].[CH3:45][N:46]1[C:50]([C:51](O)=[O:52])=[CH:49][C:48]([C:54]([F:57])([F:56])[F:55])=[N:47]1.CN(C(ON1N=NC2C=CC=NC1=2)=[N+](C)C)C.F[P-](F)(F)(F)(F)F.C(N(CC)C(C)C)(C)C. Product: [CH2:30]([C@H:17]([NH:16][C:14]([C@@H:13]([NH:12][C:10]([C@@H:9]([NH:8][C:51]([C:50]1[N:46]([CH3:45])[N:47]=[C:48]([C:54]([F:57])([F:55])[F:56])[CH:49]=1)=[O:52])[CH3:44])=[O:11])[CH2:37][C:38]1[CH:43]=[CH:42][CH:41]=[CH:40][CH:39]=1)=[O:15])[C:18]([C:19](=[O:20])[NH:21][CH2:22][C:23]1[CH:24]=[CH:25][CH:26]=[CH:27][CH:28]=1)=[O:29])[C:31]1[CH:36]=[CH:35][CH:34]=[CH:33][CH:32]=1. The catalyst class is: 3. (5) Product: [Cl:28][C:29]1[CH:34]=[CH:33][C:32]([CH:35]([CH2:39][CH:40]2[CH2:44][CH2:43][CH2:42][CH2:41]2)[C:36]([NH:48][C:49]2[S:50][CH:51]=[CH:52][N:53]=2)=[O:38])=[CH:31][C:30]=1[N+:45]([O-:47])=[O:46]. Reactant: C1(P(C2C=CC=CC=2)C2C=CC=CC=2)C=CC=CC=1.BrN1C(=O)CCC1=O.[Cl:28][C:29]1[CH:34]=[CH:33][C:32]([CH:35]([CH2:39][CH:40]2[CH2:44][CH2:43][CH2:42][CH2:41]2)[C:36]([OH:38])=O)=[CH:31][C:30]=1[N+:45]([O-:47])=[O:46].[NH2:48][C:49]1[S:50][CH:51]=[CH:52][N:53]=1. The catalyst class is: 2. (6) Reactant: [NH2:1][C:2](=O)[C@@H:3]([NH:25][C:26]([C:28]1([NH:34][C:35](=[O:41])[O:36][C:37]([CH3:40])([CH3:39])[CH3:38])[CH2:33][CH2:32][O:31][CH2:30][CH2:29]1)=[O:27])[CH2:4][C:5]1[CH:10]=[CH:9][C:8]([C:11]2[CH:12]=[CH:13][C:14]3[O:18][C:17](=[O:19])[N:16]([CH2:20][CH2:21][O:22][CH3:23])[C:15]=3[CH:24]=2)=[CH:7][CH:6]=1.CC[N+](S(N=C(OC)[O-])(=O)=O)(CC)CC. Product: [C:2]([C@@H:3]([NH:25][C:26]([C:28]1([NH:34][C:35](=[O:41])[O:36][C:37]([CH3:39])([CH3:38])[CH3:40])[CH2:29][CH2:30][O:31][CH2:32][CH2:33]1)=[O:27])[CH2:4][C:5]1[CH:6]=[CH:7][C:8]([C:11]2[CH:12]=[CH:13][C:14]3[O:18][C:17](=[O:19])[N:16]([CH2:20][CH2:21][O:22][CH3:23])[C:15]=3[CH:24]=2)=[CH:9][CH:10]=1)#[N:1]. The catalyst class is: 4. (7) Reactant: [F:1][C:2]1[CH:16]=[C:15]([F:17])[CH:14]=[CH:13][C:3]=1[O:4][C:5]1[CH:10]=[C:9]([NH2:11])[C:8]([CH3:12])=[CH:7][N:6]=1.[C:18](OC(=O)C)(=[O:20])[CH3:19].C(=O)([O-])[O-].[Na+].[Na+]. Product: [F:1][C:2]1[CH:16]=[C:15]([F:17])[CH:14]=[CH:13][C:3]=1[O:4][C:5]1[CH:10]=[C:9]([NH:11][C:18](=[O:20])[CH3:19])[C:8]([CH3:12])=[CH:7][N:6]=1. The catalyst class is: 2.